This data is from Catalyst prediction with 721,799 reactions and 888 catalyst types from USPTO. The task is: Predict which catalyst facilitates the given reaction. (1) Reactant: [CH2:1]([NH:13][C:14]1[CH:19]=[CH:18][CH:17]=[CH:16][C:15]=1B1OC(C)(C)C(C)(C)O1)[CH2:2][CH2:3][CH2:4][CH2:5][CH2:6][CH2:7][CH2:8][CH2:9][CH2:10][CH2:11][CH3:12].Br[C:30]1[CH:31]=[CH:32][C:33]2[C:37]3[CH:38]=[CH:39][C:40](Br)=[CH:41][C:36]=3[S:35][C:34]=2[CH:43]=1.[O-]P([O-])([O-])=O.[K+].[K+].[K+].O. Product: [CH:32]1[C:33]2[C:37]3[CH:38]=[CH:39][C:40]([C:15]4[CH:16]=[CH:17][CH:18]=[CH:19][C:14]=4[NH:13][CH2:1][CH2:2][CH2:3][CH2:4][CH2:5][CH2:6][CH2:7][CH2:8][CH2:9][CH2:10][CH2:11][CH3:12])=[CH:41][C:36]=3[S:35][C:34]=2[CH:43]=[C:30]([C:15]2[CH:16]=[CH:17][CH:18]=[CH:19][C:14]=2[NH:13][CH2:1][CH2:2][CH2:3][CH2:4][CH2:5][CH2:6][CH2:7][CH2:8][CH2:9][CH2:10][CH2:11][CH3:12])[CH:31]=1. The catalyst class is: 75. (2) Reactant: O1CCCCC1[C:7]1([S:37][C@H:36]([CH2:38][O:39][CH2:40][C:41]2[CH:46]=[CH:45][CH:44]=[CH:43][CH:42]=2)[C@@H:27]([O:28][CH2:29][C:30]2[CH:35]=[CH:34][CH:33]=[CH:32][CH:31]=2)[C@H:18]([O:19][CH2:20][C:21]2[CH:26]=[CH:25][CH:24]=[CH:23][CH:22]=2)[C@H:9]1[O:10][CH2:11][C:12]1[CH:17]=[CH:16][CH:15]=[CH:14][CH:13]=1)[OH:8].C1(C)C=CC(S([O-])(=O)=O)=CC=1.[NH+]1C=CC=CC=1. Product: [CH2:11]([O:10][C@@H:9]1[C@@H:18]([O:19][CH2:20][C:21]2[CH:26]=[CH:25][CH:24]=[CH:23][CH:22]=2)[C@H:27]([O:28][CH2:29][C:30]2[CH:31]=[CH:32][CH:33]=[CH:34][CH:35]=2)[C@@H:36]([CH2:38][O:39][CH2:40][C:41]2[CH:42]=[CH:43][CH:44]=[CH:45][CH:46]=2)[S:37][CH:7]1[OH:8])[C:12]1[CH:13]=[CH:14][CH:15]=[CH:16][CH:17]=1. The catalyst class is: 8. (3) Reactant: Cl.[NH:2]1[CH2:7][CH2:6][CH:5]([NH:8][C:9]([C:11]2[C:15]([NH:16][C:17](=[O:26])[C:18]3[C:23]([Cl:24])=[CH:22][CH:21]=[CH:20][C:19]=3[Cl:25])=[CH:14][NH:13][N:12]=2)=[O:10])[CH2:4][CH2:3]1.C(N(CC)CC)C.[F:34][C:35]([F:46])([F:45])[C:36](O[C:36](=[O:37])[C:35]([F:46])([F:45])[F:34])=[O:37]. Product: [F:34][C:35]([F:46])([F:45])[C:36]([N:2]1[CH2:7][CH2:6][CH:5]([NH:8][C:9]([C:11]2[C:15]([NH:16][C:17](=[O:26])[C:18]3[C:23]([Cl:24])=[CH:22][CH:21]=[CH:20][C:19]=3[Cl:25])=[CH:14][NH:13][N:12]=2)=[O:10])[CH2:4][CH2:3]1)=[O:37]. The catalyst class is: 1. (4) Reactant: [CH2:1]([C:4]1[CH:5]=[N:6][C:7]([N:10]2[CH2:15][CH2:14][CH:13]([OH:16])[CH2:12][CH2:11]2)=[N:8][CH:9]=1)[CH2:2][CH3:3].C(N(CC)CC)C.[CH3:24][S:25](Cl)(=[O:27])=[O:26]. Product: [CH3:24][S:25]([O:16][CH:13]1[CH2:14][CH2:15][N:10]([C:7]2[N:8]=[CH:9][C:4]([CH2:1][CH2:2][CH3:3])=[CH:5][N:6]=2)[CH2:11][CH2:12]1)(=[O:27])=[O:26]. The catalyst class is: 2.